Task: Predict the reactants needed to synthesize the given product.. Dataset: Full USPTO retrosynthesis dataset with 1.9M reactions from patents (1976-2016) Given the product [NH2:6][C:7]1[CH:16]=[C:10]2[CH:11]=[CH:12][C:13]([Cl:15])=[CH:14][N:9]2[N:8]=1, predict the reactants needed to synthesize it. The reactants are: S(=O)(=O)(O)O.[NH2:6][C:7]1[C:16](C(O)=O)=[C:10]2[CH:11]=[CH:12][C:13]([Cl:15])=[CH:14][N:9]2[N:8]=1.C(=O)(O)[O-].[Na+].